This data is from Reaction yield outcomes from USPTO patents with 853,638 reactions. The task is: Predict the reaction yield, written as a fraction of the theoretical maximum amount of product (1.0 means a 100% yield; for example, 0.34 means a 34% yield). The reactants are [NH2:1][C:2]1[CH:7]=[CH:6][C:5]([Br:8])=[CH:4][N:3]=1.S(=O)(=O)(O)O.O.[I:15](O)(=O)(=O)=O.II.[OH-].[Na+]. The catalyst is II.O.C(O)(=O)C. The product is [NH2:1][C:2]1[C:7]([I:15])=[CH:6][C:5]([Br:8])=[CH:4][N:3]=1. The yield is 0.760.